Dataset: Merck oncology drug combination screen with 23,052 pairs across 39 cell lines. Task: Regression. Given two drug SMILES strings and cell line genomic features, predict the synergy score measuring deviation from expected non-interaction effect. (1) Drug 1: CCc1c2c(nc3ccc(O)cc13)-c1cc3c(c(=O)n1C2)COC(=O)C3(O)CC. Drug 2: Cn1cc(-c2cnn3c(N)c(Br)c(C4CCCNC4)nc23)cn1. Cell line: MDAMB436. Synergy scores: synergy=10.3. (2) Drug 1: CCC1=CC2CN(C1)Cc1c([nH]c3ccccc13)C(C(=O)OC)(c1cc3c(cc1OC)N(C)C1C(O)(C(=O)OC)C(OC(C)=O)C4(CC)C=CCN5CCC31C54)C2. Drug 2: CS(=O)(=O)CCNCc1ccc(-c2ccc3ncnc(Nc4ccc(OCc5cccc(F)c5)c(Cl)c4)c3c2)o1. Cell line: VCAP. Synergy scores: synergy=-18.1. (3) Drug 1: O=c1[nH]cc(F)c(=O)[nH]1. Drug 2: N#Cc1ccc(Cn2cncc2CN2CCN(c3cccc(Cl)c3)C(=O)C2)cc1. Cell line: UWB1289. Synergy scores: synergy=13.7. (4) Drug 1: COc1cc(C2c3cc4c(cc3C(OC3OC5COC(C)OC5C(O)C3O)C3COC(=O)C23)OCO4)cc(OC)c1O. Drug 2: NC1(c2ccc(-c3nc4ccn5c(=O)[nH]nc5c4cc3-c3ccccc3)cc2)CCC1. Cell line: MSTO. Synergy scores: synergy=46.6. (5) Synergy scores: synergy=15.3. Drug 1: CN1C(=O)C=CC2(C)C3CCC4(C)C(NC(=O)OCC(F)(F)F)CCC4C3CCC12. Drug 2: CNC(=O)c1cc(Oc2ccc(NC(=O)Nc3ccc(Cl)c(C(F)(F)F)c3)cc2)ccn1. Cell line: PA1. (6) Drug 1: CCC1(O)C(=O)OCc2c1cc1n(c2=O)Cc2cc3c(CN(C)C)c(O)ccc3nc2-1. Drug 2: CCc1cnn2c(NCc3ccc[n+]([O-])c3)cc(N3CCCCC3CCO)nc12. Cell line: NCIH520. Synergy scores: synergy=2.43. (7) Drug 1: O=c1[nH]cc(F)c(=O)[nH]1. Drug 2: O=C(NOCC(O)CO)c1ccc(F)c(F)c1Nc1ccc(I)cc1F. Cell line: OCUBM. Synergy scores: synergy=16.9. (8) Drug 1: COc1cccc2c1C(=O)c1c(O)c3c(c(O)c1C2=O)CC(O)(C(=O)CO)CC3OC1CC(N)C(O)C(C)O1. Drug 2: CNC(=O)c1cc(Oc2ccc(NC(=O)Nc3ccc(Cl)c(C(F)(F)F)c3)cc2)ccn1. Cell line: SKOV3. Synergy scores: synergy=-22.5. (9) Drug 1: CCN(CC)CCNC(=O)c1c(C)[nH]c(C=C2C(=O)Nc3ccc(F)cc32)c1C. Cell line: MDAMB436. Drug 2: Cn1nnc2c(C(N)=O)ncn2c1=O. Synergy scores: synergy=6.61.